This data is from Catalyst prediction with 721,799 reactions and 888 catalyst types from USPTO. The task is: Predict which catalyst facilitates the given reaction. (1) Reactant: [CH3:1][O:2][C:3]1[CH:4]=[C:5]([CH2:9][CH2:10][NH2:11])[CH:6]=[CH:7][CH:8]=1.C1COCC1.CCN(CC)CC.Cl[C:25]([O:27][CH3:28])=[O:26]. Product: [CH3:28][O:27][C:25](=[O:26])[NH:11][CH2:10][CH2:9][C:5]1[CH:6]=[CH:7][CH:8]=[C:3]([O:2][CH3:1])[CH:4]=1. The catalyst class is: 84. (2) Reactant: [C:1]([NH:4][C:5]1[C:10]2[CH2:11][CH2:12][O:13][C:9]=2[C:8]([C:14]([O:16]C)=[O:15])=[CH:7][CH:6]=1)(=[O:3])[CH3:2].[OH-].[Li+]. Product: [C:1]([NH:4][C:5]1[C:10]2[CH2:11][CH2:12][O:13][C:9]=2[C:8]([C:14]([OH:16])=[O:15])=[CH:7][CH:6]=1)(=[O:3])[CH3:2]. The catalyst class is: 38. (3) Reactant: [CH3:1][NH:2][C:3]1[C:8]([CH:9]=O)=[CH:7][N:6]=[C:5]2[NH:11][CH:12]=[N:13][C:4]=12.[F:14][C:15]1[C:21]([O:22][CH3:23])=[CH:20][C:19]([O:24][CH3:25])=[C:18]([F:26])[C:16]=1[NH2:17].CC1(C)[C@]2(CS(O)(=O)=O)C(C[C@H]1CC2)=O.C1(C)C=CC=CC=1.O1CCCC1.[AlH4-].[Li+]. Product: [F:14][C:15]1[C:21]([O:22][CH3:23])=[CH:20][C:19]([O:24][CH3:25])=[C:18]([F:26])[C:16]=1[NH:17][CH2:9][C:8]1[C:3]([NH:2][CH3:1])=[C:4]2[N:13]=[CH:12][NH:11][C:5]2=[N:6][CH:7]=1. The catalyst class is: 6. (4) Reactant: Cl.[CH3:2][NH:3][CH3:4].C(N(CC)CC)C.[CH3:12][O:13][C:14]1[CH:22]=[C:21]2[C:17]([C:18](=[O:23])[CH2:19][CH2:20]2)=[CH:16][C:15]=1[C:24]([OH:26])=O.C1C=CC2N(O)N=NC=2C=1.CCN=C=NCCCN(C)C. Product: [CH3:2][N:3]([CH3:4])[C:24]([C:15]1[CH:16]=[C:17]2[C:21](=[CH:22][C:14]=1[O:13][CH3:12])[CH2:20][CH2:19][C:18]2=[O:23])=[O:26]. The catalyst class is: 2. (5) Reactant: Br[CH2:2][CH2:3][CH2:4][N:5]1[C:9]2[CH:10]=[CH:11][CH:12]=[CH:13][C:8]=2[N:7]([C:14]2[CH:19]=[CH:18][C:17]([F:20])=[C:16]([F:21])[CH:15]=2)[S:6]1(=[O:23])=[O:22].[F:24][C:25]([F:29])([F:28])[CH2:26][NH2:27].Cl. Product: [F:21][C:16]1[CH:15]=[C:14]([N:7]2[C:8]3[CH:13]=[CH:12][CH:11]=[CH:10][C:9]=3[N:5]([CH2:4][CH2:3][CH2:2][NH:27][CH2:26][C:25]([F:29])([F:28])[F:24])[S:6]2(=[O:23])=[O:22])[CH:19]=[CH:18][C:17]=1[F:20]. The catalyst class is: 268. (6) Reactant: [C:1]([C:3]1[CH:11]=[CH:10][C:6]2[N:7]=C[S:9][C:5]=2[CH:4]=1)#[N:2].O.NN. Product: [NH2:7][C:6]1[CH:10]=[CH:11][C:3]([C:1]#[N:2])=[CH:4][C:5]=1[SH:9]. The catalyst class is: 14. (7) Reactant: [OH-].[Na+].[CH2:3]([NH:10][C:11](=[O:36])[N:12]([C:14]1[CH:15]=[C:16]([C:20]2[CH:25]=[CH:24][C:23]([CH2:26][CH2:27][C:28]([O:30]C)=[O:29])=[CH:22][C:21]=2[O:32][CH2:33][CH2:34][CH3:35])[CH:17]=[CH:18][CH:19]=1)[CH3:13])[CH2:4][CH2:5][CH2:6][CH2:7][CH2:8][CH3:9]. Product: [CH2:3]([NH:10][C:11](=[O:36])[N:12]([C:14]1[CH:15]=[C:16]([C:20]2[CH:25]=[CH:24][C:23]([CH2:26][CH2:27][C:28]([OH:30])=[O:29])=[CH:22][C:21]=2[O:32][CH2:33][CH2:34][CH3:35])[CH:17]=[CH:18][CH:19]=1)[CH3:13])[CH2:4][CH2:5][CH2:6][CH2:7][CH2:8][CH3:9]. The catalyst class is: 83.